The task is: Predict the product of the given reaction.. This data is from Forward reaction prediction with 1.9M reactions from USPTO patents (1976-2016). (1) Given the reactants [CH2:1]([C:9]1[CH:15]=[CH:14][C:12]([NH2:13])=[CH:11][CH:10]=1)[CH2:2][CH2:3][CH2:4][CH2:5][CH2:6][CH2:7][CH3:8].[C:16]([S-:18])#[N:17].[K+].BrBr.O, predict the reaction product. The product is: [CH2:1]([C:9]1[CH:10]=[CH:11][C:12]2[N:13]=[C:16]([NH2:17])[S:18][C:14]=2[CH:15]=1)[CH2:2][CH2:3][CH2:4][CH2:5][CH2:6][CH2:7][CH3:8]. (2) Given the reactants [NH2:1][C:2]1[CH:3]=[C:4]([C:8]2[O:9][C:10]3[CH:16]=[CH:15][CH:14]=[CH:13][C:11]=3[N:12]=2)[CH:5]=[CH:6][CH:7]=1.[CH:17]1[C:22]([C:23]([OH:25])=[O:24])=[CH:21][C:20]2[C:26]([O:28][C:29](=O)[C:19]=2[CH:18]=1)=[O:27], predict the reaction product. The product is: [O:9]1[C:10]2[CH:16]=[CH:15][CH:14]=[CH:13][C:11]=2[N:12]=[C:8]1[C:4]1[CH:3]=[C:2]([N:1]2[C:26](=[O:27])[C:20]3[C:19](=[CH:18][CH:17]=[C:22]([C:23]([OH:25])=[O:24])[CH:21]=3)[C:29]2=[O:28])[CH:7]=[CH:6][CH:5]=1. (3) Given the reactants Cl.[NH2:2][C:3]1[C:4]2[C:17]3[CH:18]=[CH:19][CH:20]=[CH:21][C:16]=3[S:15][C:5]=2[NH:6][C:7]2[CH:13]=[C:12]([F:14])[CH:11]=[CH:10][C:8]=2[N:9]=1.[C:22]1([CH3:28])C=CC=CC=1, predict the reaction product. The product is: [F:14][C:12]1[CH:11]=[CH:10][C:8]2[N:9]=[C:3]([N:2]3[CH2:28][CH2:22][N:6]([CH3:7])[CH2:5][CH2:4]3)[C:4]3[C:17]4[CH:18]=[CH:19][CH:20]=[CH:21][C:16]=4[S:15][C:5]=3[NH:6][C:7]=2[CH:13]=1. (4) Given the reactants COC1C=C(OB(O)O)C=CC=1.[F-].[K+].C(OC(C1N=C2C=CC(Br)=CN2C=1)=O)C.C([O:32][C:33]([C:35]1[N:36]=[C:37]2[CH:42]=[CH:41][C:40]([C:43]3[CH:48]=[CH:47][CH:46]=[C:45]([O:49][CH3:50])[CH:44]=3)=[CH:39][N:38]2[CH:51]=1)=[O:34])C.[OH-].[Na+].COC1C=C(C2C=CC3N(C=C(C(O)=O)N=3)C=2)C=CC=1.[ClH:74], predict the reaction product. The product is: [ClH:74].[CH3:50][O:49][C:45]1[CH:44]=[C:43]([CH:40]2[CH2:39][N:38]3[CH:51]=[C:35]([C:33]([OH:34])=[O:32])[N:36]=[C:37]3[CH2:42][CH2:41]2)[CH:48]=[CH:47][CH:46]=1. (5) Given the reactants C[C:2]([CH3:5])([O-:4])C.[K+].[NH:7]1[C:15]2[C:10](=[CH:11][CH:12]=[CH:13][CH:14]=2)[CH2:9][C:8]1=[O:16].Br[CH2:18][CH2:19][O:20][CH:21]1[CH2:26][CH2:25][CH2:24][CH2:23][O:22]1, predict the reaction product. The product is: [O:22]1[CH2:23][CH2:24][CH2:25][CH2:26][CH:21]1[O:20][CH2:19][CH2:18][C:9]1([CH2:18][CH2:19][O:20][CH:21]2[CH2:26][CH2:25][CH2:5][CH2:2][O:4]2)[C:10]2[C:15](=[CH:14][CH:13]=[CH:12][CH:11]=2)[NH:7][C:8]1=[O:16].